This data is from Reaction yield outcomes from USPTO patents with 853,638 reactions. The task is: Predict the reaction yield, written as a fraction of the theoretical maximum amount of product (1.0 means a 100% yield; for example, 0.34 means a 34% yield). (1) The reactants are [C:1]1([S:7][CH2:8][C@H:9]([NH:14][C:15]2[CH:20]=[CH:19][C:18]([S:21](=[O:24])(=[O:23])[NH2:22])=[CH:17][C:16]=2[S:25]([C:28]([F:31])([F:30])[F:29])(=[O:27])=[O:26])[CH2:10][C:11](O)=[O:12])[CH:6]=[CH:5][CH:4]=[CH:3][CH:2]=1.CN(C(ON1N=NC2C=CC=NC1=2)=[N+](C)C)C.F[P-](F)(F)(F)(F)F.[NH:56]1[CH2:61][CH2:60][O:59][CH2:58][CH2:57]1.CCN(C(C)C)C(C)C. The catalyst is CC(N(C)C)=O.CCOC(C)=O. The product is [O:59]1[CH2:60][CH2:61][N:56]([C:11](=[O:12])[CH2:10][C@@H:9]([NH:14][C:15]2[CH:20]=[CH:19][C:18]([S:21]([NH2:22])(=[O:24])=[O:23])=[CH:17][C:16]=2[S:25]([C:28]([F:31])([F:29])[F:30])(=[O:27])=[O:26])[CH2:8][S:7][C:1]2[CH:6]=[CH:5][CH:4]=[CH:3][CH:2]=2)[CH2:57][CH2:58]1. The yield is 0.890. (2) The reactants are [Br:1][C:2]1[CH:7]=[CH:6][C:5]([NH:8][N:9]=[C:10]([C:16](=O)[CH3:17])[C:11]([O:13][CH2:14][CH3:15])=[O:12])=[CH:4][CH:3]=1.[C:19]([CH2:21][C:22](OCC)=[O:23])#[N:20]. No catalyst specified. The product is [Br:1][C:2]1[CH:7]=[CH:6][C:5]([N:8]2[C:22](=[O:23])[C:21]([C:19]#[N:20])=[C:16]([CH3:17])[C:10]([C:11]([O:13][CH2:14][CH3:15])=[O:12])=[N:9]2)=[CH:4][CH:3]=1. The yield is 0.760. (3) The reactants are [S:1]1[CH2:6][CH2:5][CH:4]([CH:7]=O)[CH2:3][CH2:2]1.[Si](OS(C(F)(F)F)(=O)=O)(C)(C)C.[CH3:21][O:22][C:23]([C:25]1[CH:26]=[C:27]([Br:34])[CH:28]=[C:29]2[C:33]=1[NH:32][CH:31]=[CH:30]2)=[O:24].[SiH](CC)(CC)CC. The catalyst is C(Cl)Cl. The product is [Br:34][C:27]1[CH:28]=[C:29]2[C:33](=[C:25]([C:23]([O:22][CH3:21])=[O:24])[CH:26]=1)[NH:32][CH:31]=[C:30]2[CH2:7][CH:4]1[CH2:3][CH2:2][S:1][CH2:6][CH2:5]1. The yield is 0.440. (4) The reactants are [NH2:1][C:2]1[CH:7]=[CH:6][CH:5]=[CH:4][N:3]=1.[F:8][CH:9]([F:13])[C:10](O)=[O:11].CCN=C=NCCCN(C)C.Cl. The catalyst is ClCCl.CN(C1C=CN=CC=1)C. The product is [F:8][CH:9]([F:13])[C:10]([N:1]=[C:2]1[CH:7]=[CH:6][CH:5]=[CH:4][NH:3]1)=[O:11]. The yield is 0.140. (5) The reactants are [F:1][C:2]1[CH:7]=[CH:6][C:5]([C:8]2[CH:9]=[CH:10][C:11]3[O:15][C:14]([CH2:16][O:17][C:18](=[O:30])[NH:19][C:20]4[C:28]5[C:27](=[O:29])[O:26][NH:25][C:24]=5[CH:23]=[CH:22][CH:21]=4)=[CH:13][C:12]=3[CH:31]=2)=[CH:4][CH:3]=1. The catalyst is OS(O)(=O)=O.[Zn]. The product is [NH2:25][C:24]1[CH:23]=[CH:22][CH:21]=[C:20]([NH:19][C:18]([O:17][CH2:16][C:14]2[O:15][C:11]3[CH:10]=[CH:9][C:8]([C:5]4[CH:4]=[CH:3][C:2]([F:1])=[CH:7][CH:6]=4)=[CH:31][C:12]=3[CH:13]=2)=[O:30])[C:28]=1[C:27]([OH:29])=[O:26]. The yield is 0.329. (6) The reactants are [Cl:1][C:2]1[C:11]([N:12]2C(C)=CC=C2C)=[CH:10][CH:9]=[C:8]([F:19])[C:3]=1[C:4]([O:6][CH3:7])=[O:5].NO.Cl.C(N(CC)CC)C.CC(=O)OCC. The catalyst is C(O)C.O. The product is [NH2:12][C:11]1[C:2]([Cl:1])=[C:3]([C:8]([F:19])=[CH:9][CH:10]=1)[C:4]([O:6][CH3:7])=[O:5]. The yield is 0.950. (7) The reactants are [CH2:1]([O:3][C:4]([C@H:6]1[C@@H:11]([NH:12]C(OCC2C=CC=CC=2)=O)[CH2:10][CH2:9][N:8]([CH2:23][CH2:24][O:25][C:26]2[CH:35]=[N:34][C:33]3[C:28](=[CH:29][C:30]([O:36][CH3:37])=[CH:31][CH:32]=3)[N:27]=2)[CH2:7]1)=[O:5])[CH3:2]. The catalyst is [Pd].CO. The product is [CH2:1]([O:3][C:4]([C@H:6]1[C@@H:11]([NH2:12])[CH2:10][CH2:9][N:8]([CH2:23][CH2:24][O:25][C:26]2[CH:35]=[N:34][C:33]3[C:28](=[CH:29][C:30]([O:36][CH3:37])=[CH:31][CH:32]=3)[N:27]=2)[CH2:7]1)=[O:5])[CH3:2]. The yield is 0.810.